This data is from Catalyst prediction with 721,799 reactions and 888 catalyst types from USPTO. The task is: Predict which catalyst facilitates the given reaction. (1) Reactant: [CH2:1]([O:3][C:4](=[O:29])[C:5]([C:25]([F:28])([F:27])[F:26])([O:20][Si](C)(C)C)[CH2:6][C:7]([C:10]1[CH:15]=[CH:14][C:13]([Cl:16])=[C:12]([F:17])[C:11]=1[O:18][CH3:19])([CH3:9])[CH3:8])[CH3:2].[F-].C([N+](CCCC)(CCCC)CCCC)CCC.O. Product: [CH2:1]([O:3][C:4](=[O:29])[C:5]([C:25]([F:27])([F:26])[F:28])([OH:20])[CH2:6][C:7]([C:10]1[CH:15]=[CH:14][C:13]([Cl:16])=[C:12]([F:17])[C:11]=1[O:18][CH3:19])([CH3:9])[CH3:8])[CH3:2]. The catalyst class is: 7. (2) Reactant: [Cl:1][C:2]1[C:11]2[C:6](=[CH:7][C:8]([O:14][CH3:15])=[C:9]([O:12][CH3:13])[CH:10]=2)[N:5](CC2C=CC(OC)=CC=2)[C:4](=[O:25])[C:3]=1[C:26]#[N:27].FC(F)(F)C(O)=O.C1(OC)C=CC=CC=1.FC(F)(F)S(O)(=O)=O.C(=O)([O-])[O-].[Na+].[Na+]. Product: [Cl:1][C:2]1[C:11]2[C:6](=[CH:7][C:8]([O:14][CH3:15])=[C:9]([O:12][CH3:13])[CH:10]=2)[NH:5][C:4](=[O:25])[C:3]=1[C:26]#[N:27]. The catalyst class is: 13. (3) Reactant: [Cl:1][C:2]1[CH:7]=[C:6]([F:8])[C:5]([N+:9]([O-])=O)=[CH:4][C:3]=1[N:12]1[CH2:17][C:16]2[CH:18]=[N:19][C:20]([N:22](OC)[CH3:23])=[CH:21][C:15]=2[N:14]([CH2:26][CH3:27])[C:13]1=[O:28].[H][H]. Product: [NH2:9][C:5]1[C:6]([F:8])=[CH:7][C:2]([Cl:1])=[C:3]([N:12]2[CH2:17][C:16]3[CH:18]=[N:19][C:20]([NH:22][CH3:23])=[CH:21][C:15]=3[N:14]([CH2:26][CH3:27])[C:13]2=[O:28])[CH:4]=1. The catalyst class is: 45. (4) Reactant: [CH:1]([C@H:14]1[O:19][CH2:18][C@@H:17]([NH:20][CH2:21][C:22]2[CH:27]=[CH:26][C:25]([N+:28]([O-])=O)=[CH:24][CH:23]=2)[CH2:16][CH2:15]1)([C:8]1[CH:13]=[CH:12][CH:11]=[CH:10][CH:9]=1)[C:2]1[CH:7]=[CH:6][CH:5]=[CH:4][CH:3]=1.Cl[Sn]Cl.CCOC(C)=O.CCN(CC)CC. Product: [CH:1]([C@H:14]1[O:19][CH2:18][C@@H:17]([NH:20][CH2:21][C:22]2[CH:23]=[CH:24][C:25]([NH2:28])=[CH:26][CH:27]=2)[CH2:16][CH2:15]1)([C:2]1[CH:3]=[CH:4][CH:5]=[CH:6][CH:7]=1)[C:8]1[CH:9]=[CH:10][CH:11]=[CH:12][CH:13]=1. The catalyst class is: 351.